This data is from hERG Central: cardiac toxicity at 1µM, 10µM, and general inhibition. The task is: Predict hERG channel inhibition at various concentrations. (1) The drug is CCOC(=O)c1ccc2c(c1)n(CC)c(/C=C/N(C)c1ccccc1)[n+]2CC.[I-]. Results: hERG_inhib (hERG inhibition (general)): blocker. (2) The molecule is O=C(NCCCN1CCOCC1)c1sc2cc(Cl)ccc2c1Cl. Results: hERG_inhib (hERG inhibition (general)): blocker.